Dataset: Full USPTO retrosynthesis dataset with 1.9M reactions from patents (1976-2016). Task: Predict the reactants needed to synthesize the given product. Given the product [Cl:14][C:6]1[C:1]2[N:7]=[C:8]([NH2:10])[S:9][C:2]=2[CH:3]=[CH:4][CH:5]=1, predict the reactants needed to synthesize it. The reactants are: [C:1]1([NH:7][C:8]([NH2:10])=[S:9])[CH:6]=[CH:5][CH:4]=[CH:3][CH:2]=1.BrBr.C(Cl)(Cl)[Cl:14].